From a dataset of Reaction yield outcomes from USPTO patents with 853,638 reactions. Predict the reaction yield, written as a fraction of the theoretical maximum amount of product (1.0 means a 100% yield; for example, 0.34 means a 34% yield). The reactants are [Cl:1][C:2]1[C:3]([CH3:18])=[C:4]([Cl:17])[C:5]2[O:10][CH2:9][C:8](=[O:11])[N:7]([CH2:12][CH2:13][CH2:14]Cl)[C:6]=2[CH:16]=1.C([O-])([O-])=O.[K+].[K+].[Na+].[I-].[CH2:27]([CH:31]1[CH2:36][CH2:35][NH:34][CH2:33][CH2:32]1)[CH2:28][CH2:29][CH3:30]. The catalyst is CCCCCCC.CCOC(C)=O. The product is [CH2:27]([CH:31]1[CH2:36][CH2:35][N:34]([CH2:14][CH2:13][CH2:12][N:7]2[C:6]3[CH:16]=[C:2]([Cl:1])[C:3]([CH3:18])=[C:4]([Cl:17])[C:5]=3[O:10][CH2:9][C:8]2=[O:11])[CH2:33][CH2:32]1)[CH2:28][CH2:29][CH3:30]. The yield is 0.470.